This data is from Forward reaction prediction with 1.9M reactions from USPTO patents (1976-2016). The task is: Predict the product of the given reaction. (1) Given the reactants Cl.[NH2:2][C:3]1[CH:12]=[C:11]([C:13]2[C:22]3[C:17](=[CH:18][C:19]([O:28][CH2:29][CH3:30])=[C:20]4[O:25][C:24]([CH3:27])([CH3:26])[CH2:23][C:21]4=3)[CH2:16][C:15]([CH3:32])([CH3:31])[N:14]=2)[CH:10]=[CH:9][C:4]=1[C:5]([O:7][CH3:8])=[O:6].C(N(CC)CC)C.[C:40](Cl)(=[O:47])[C:41]1[CH:46]=[CH:45][CH:44]=[CH:43][CH:42]=1.C(=O)([O-])O.[Na+], predict the reaction product. The product is: [C:40]([NH:2][C:3]1[CH:12]=[C:11]([C:13]2[C:22]3[C:17](=[CH:18][C:19]([O:28][CH2:29][CH3:30])=[C:20]4[O:25][C:24]([CH3:27])([CH3:26])[CH2:23][C:21]4=3)[CH2:16][C:15]([CH3:31])([CH3:32])[N:14]=2)[CH:10]=[CH:9][C:4]=1[C:5]([O:7][CH3:8])=[O:6])(=[O:47])[C:41]1[CH:46]=[CH:45][CH:44]=[CH:43][CH:42]=1. (2) Given the reactants B(Cl)(Cl)Cl.C([O:12][CH2:13][CH:14]=[CH:15][CH2:16][N:17]1[C:22](=[O:23])[CH:21]=[C:20]([NH:24][C:25]2[CH:30]=[CH:29][C:28]([CH3:31])=[C:27]([CH2:32][CH3:33])[CH:26]=2)[NH:19][C:18]1=[O:34])C1C=CC=CC=1, predict the reaction product. The product is: [OH:12][CH2:13][CH:14]=[CH:15][CH2:16][N:17]1[C:22](=[O:23])[CH:21]=[C:20]([NH:24][C:25]2[CH:30]=[CH:29][C:28]([CH3:31])=[C:27]([CH2:32][CH3:33])[CH:26]=2)[NH:19][C:18]1=[O:34]. (3) Given the reactants [Br:1][C:2]1[CH:3]=[C:4]([C:9]2[C:22]3[C:23]4=[C:24]5[C:19](=[CH:20][CH:21]=3)[CH:18]=[CH:17][CH:16]=[C:15]5[CH:14]=[CH:13][C:12]4=[CH:11][CH:10]=2)[CH:5]=[C:6](Br)[CH:7]=1.C1(B(O)O)C2C3=C4C(=CC=2)C=CC=C4C=CC3=CC=1.CCCCCC.C([Li])CCC.[I:55]CCI.S(=O)(O)[O-].[Na+], predict the reaction product. The product is: [Br:1][C:2]1[CH:3]=[C:4]([C:9]2[C:22]3[C:23]4=[C:24]5[C:19](=[CH:20][CH:21]=3)[CH:18]=[CH:17][CH:16]=[C:15]5[CH:14]=[CH:13][C:12]4=[CH:11][CH:10]=2)[CH:5]=[CH:6][C:7]=1[I:55]. (4) Given the reactants [C:1]1([C:7]2[C:8]3[S:14][C:13]([C:15]([OH:17])=[O:16])=[CH:12][C:9]=3[NH:10][CH:11]=2)[CH2:6][CH2:5][CH2:4][CH2:3][CH:2]=1.[H][H], predict the reaction product. The product is: [CH:1]1([C:7]2[C:8]3[S:14][C:13]([C:15]([OH:17])=[O:16])=[CH:12][C:9]=3[NH:10][CH:11]=2)[CH2:2][CH2:3][CH2:4][CH2:5][CH2:6]1. (5) Given the reactants Br[C:2]1[CH:7]=[CH:6][C:5]([CH2:8][C:9]([O:11][CH3:12])=[O:10])=[C:4]([CH3:13])[CH:3]=1.[B:14]1([B:14]2[O:18][C:17]([CH3:20])([CH3:19])[C:16]([CH3:22])([CH3:21])[O:15]2)[O:18][C:17]([CH3:20])([CH3:19])[C:16]([CH3:22])([CH3:21])[O:15]1.CC([O-])=O.[K+], predict the reaction product. The product is: [CH3:13][C:4]1[CH:3]=[C:2]([B:14]2[O:18][C:17]([CH3:20])([CH3:19])[C:16]([CH3:22])([CH3:21])[O:15]2)[CH:7]=[CH:6][C:5]=1[CH2:8][C:9]([O:11][CH3:12])=[O:10]. (6) Given the reactants Cl[C:2]1[N:7]=[C:6]([NH:8][CH2:9][C@@H:10]2[CH2:15][CH2:14][CH2:13][N:12]([C:16]([O:18][C:19]([CH3:22])([CH3:21])[CH3:20])=[O:17])[CH2:11]2)[C:5]([N+:23]([O-:25])=[O:24])=[CH:4][N:3]=1.C(N(CC)C(C)C)(C)C.[F:35][C:36]1[CH:37]=[C:38]([CH:41]=[CH:42][C:43]=1[F:44])[CH2:39][NH2:40], predict the reaction product. The product is: [C:19]([O:18][C:16]([N:12]1[CH2:13][CH2:14][CH2:15][C@@H:10]([CH2:9][NH:8][C:6]2[C:5]([N+:23]([O-:25])=[O:24])=[CH:4][N:3]=[C:2]([NH:40][CH2:39][C:38]3[CH:41]=[CH:42][C:43]([F:44])=[C:36]([F:35])[CH:37]=3)[N:7]=2)[CH2:11]1)=[O:17])([CH3:22])([CH3:21])[CH3:20]. (7) Given the reactants [ClH:1].[NH2:2][CH:3]([C:8]1[CH:13]=[CH:12][CH:11]=[C:10]([N+:14]([O-:16])=[O:15])[CH:9]=1)[CH2:4][C:5]([OH:7])=[O:6].Cl.[CH2:18](O)[CH3:19], predict the reaction product. The product is: [ClH:1].[NH2:2][CH:3]([C:8]1[CH:13]=[CH:12][CH:11]=[C:10]([N+:14]([O-:16])=[O:15])[CH:9]=1)[CH2:4][C:5]([O:7][CH2:18][CH3:19])=[O:6]. (8) Given the reactants Cl[C:2]1[CH:7]=[C:6]([C:8]2[CH:13]=[CH:12][C:11]([F:14])=[CH:10][CH:9]=2)[N:5]=[C:4]([N:15]2[CH2:19][CH2:18][CH2:17][C@@H:16]2[CH3:20])[N:3]=1.[Br:21][C:22]1[CH:23]=[C:24]([Cl:35])[C:25]([N:28]2[CH2:33][CH2:32][NH:31][C@H:30]([CH3:34])[CH2:29]2)=[N:26][CH:27]=1.C([O-])(O)=O.[Na+], predict the reaction product. The product is: [Br:21][C:22]1[CH:23]=[C:24]([Cl:35])[C:25]([N:28]2[CH2:33][CH2:32][N:31]([C:2]3[CH:7]=[C:6]([C:8]4[CH:13]=[CH:12][C:11]([F:14])=[CH:10][CH:9]=4)[N:5]=[C:4]([N:15]4[CH2:19][CH2:18][CH2:17][C@@H:16]4[CH3:20])[N:3]=3)[C@H:30]([CH3:34])[CH2:29]2)=[N:26][CH:27]=1.